This data is from Forward reaction prediction with 1.9M reactions from USPTO patents (1976-2016). The task is: Predict the product of the given reaction. (1) Given the reactants [Si]([O:8][CH:9]1[CH2:15][CH:14]2[N:16]([C:17]([O:19][CH2:20][C:21]3[CH:26]=[CH:25][CH:24]=[CH:23][CH:22]=3)=[O:18])[CH:10]1[CH2:11][CH:12]([CH2:27][C:28]([O:30][CH3:31])=[O:29])[CH2:13]2)(C(C)(C)C)(C)C.Cl, predict the reaction product. The product is: [OH:8][CH:9]1[CH2:15][CH:14]2[N:16]([C:17]([O:19][CH2:20][C:21]3[CH:22]=[CH:23][CH:24]=[CH:25][CH:26]=3)=[O:18])[CH:10]1[CH2:11][CH:12]([CH2:27][C:28]([O:30][CH3:31])=[O:29])[CH2:13]2. (2) Given the reactants [C:1]([O:5][C:6]([N:8]1[CH2:13][CH2:12][C:11](=[O:14])[C:10]([CH3:16])([CH3:15])[CH2:9]1)=[O:7])([CH3:4])([CH3:3])[CH3:2].[BH4-].[Na+], predict the reaction product. The product is: [C:1]([O:5][C:6]([N:8]1[CH2:13][CH2:12][CH:11]([OH:14])[C:10]([CH3:16])([CH3:15])[CH2:9]1)=[O:7])([CH3:4])([CH3:2])[CH3:3]. (3) Given the reactants Br[CH2:2][CH:3]([C:5]1[CH:10]=[CH:9][C:8]([NH:11][C:12](=[O:14])[CH3:13])=[CH:7][CH:6]=1)[OH:4].[CH3:15][NH2:16], predict the reaction product. The product is: [OH:4][CH:3]([C:5]1[CH:10]=[CH:9][C:8]([NH:11][C:12](=[O:14])[CH3:13])=[CH:7][CH:6]=1)[CH2:2][NH:16][CH3:15]. (4) Given the reactants [N+:1]([C:4]1[CH:9]=[CH:8][N+:7]([O-])=[CH:6][C:5]=1[N:11]1[CH2:16][CH2:15][N:14]([CH:17]2[CH2:20][O:19][CH2:18]2)[CH2:13][CH2:12]1)([O-])=O.CCOC(C)=O, predict the reaction product. The product is: [O:19]1[CH2:20][CH:17]([N:14]2[CH2:13][CH2:12][N:11]([C:5]3[CH:6]=[N:7][CH:8]=[CH:9][C:4]=3[NH2:1])[CH2:16][CH2:15]2)[CH2:18]1. (5) The product is: [C:5]([CH2:7][N:8]([CH2:1][C:2]([NH:35][C:34]1[CH:36]=[CH:37][C:31]([I:30])=[CH:32][CH:33]=1)=[O:3])[CH2:9][CH2:10][N:11]([CH2:12][C:13](=[O:14])[NH:27][C:24]1[CH:23]=[CH:22][C:21]([S:19](=[O:28])(=[O:20])[NH2:29])=[CH:26][CH:25]=1)[CH2:18][C:16]([OH:15])=[O:17])([OH:4])=[O:6]. Given the reactants [CH2:1]1[N:8]([CH2:9][CH2:10][N:11]2[CH2:18][C:16](=[O:17])[O:15][C:13](=[O:14])[CH2:12]2)[CH2:7][C:5](=[O:6])[O:4][C:2]1=[O:3].[S:19]([NH2:29])(=[O:28])([C:21]1[CH:26]=[CH:25][C:24]([NH2:27])=[CH:23][CH:22]=1)=[O:20].[I:30][C:31]1[CH:37]=[CH:36][C:34]([NH2:35])=[CH:33][CH:32]=1, predict the reaction product. (6) Given the reactants [Cl:1][C:2]1[C:7]([C:8]([O:10]CC)=[O:9])=[C:6]([F:13])[C:5]([CH2:14][NH:15][C:16](=[O:22])[C:17]([CH3:21])([CH3:20])[CH2:18][F:19])=[CH:4][CH:3]=1.[OH-].[Na+], predict the reaction product. The product is: [Cl:1][C:2]1[C:7]([C:8]([OH:10])=[O:9])=[C:6]([F:13])[C:5]([CH2:14][NH:15][C:16](=[O:22])[C:17]([CH3:20])([CH3:21])[CH2:18][F:19])=[CH:4][CH:3]=1. (7) Given the reactants [Cl:1][C:2]1[CH:3]=[C:4]([N:10]2[CH:18]([CH:19]3[CH2:23][CH2:22][CH2:21][CH2:20]3)[CH:17]3[C:12]([C:13]4[CH:27]=[CH:26][C:25]([C:28]([OH:30])=[O:29])=[CH:24][C:14]=4[CH2:15][CH2:16]3)=[N:11]2)[CH:5]=[CH:6][C:7]=1[C:8]#[N:9].[CH:31]1([CH2:37][CH2:38]O)[CH2:36][CH2:35][CH2:34][CH2:33][CH2:32]1, predict the reaction product. The product is: [Cl:1][C:2]1[CH:3]=[C:4]([N:10]2[CH:18]([CH:19]3[CH2:20][CH2:21][CH2:22][CH2:23]3)[CH:17]3[C:12]([C:13]4[CH:27]=[CH:26][C:25]([C:28]([O:30][CH2:38][CH2:37][CH:31]5[CH2:36][CH2:35][CH2:34][CH2:33][CH2:32]5)=[O:29])=[CH:24][C:14]=4[CH2:15][CH2:16]3)=[N:11]2)[CH:5]=[CH:6][C:7]=1[C:8]#[N:9].